Dataset: Full USPTO retrosynthesis dataset with 1.9M reactions from patents (1976-2016). Task: Predict the reactants needed to synthesize the given product. (1) The reactants are: I[C:2]1[CH:3]=[CH:4][C:5]2[N:6]([CH:8]=[C:9]([NH:11][C:12]([CH:14]3[CH2:16][CH2:15]3)=[O:13])[N:10]=2)[N:7]=1.[NH:17]1[C:25]2[CH:24]=[CH:23][CH:22]=[C:21]([OH:26])[C:20]=2[CH:19]=[CH:18]1.C(=O)([O-])[O-].[K+].[K+]. Given the product [NH:17]1[C:25]2[C:20](=[C:21]([O:26][C:2]3[CH:3]=[CH:4][C:5]4[N:6]([CH:8]=[C:9]([NH:11][C:12]([CH:14]5[CH2:16][CH2:15]5)=[O:13])[N:10]=4)[N:7]=3)[CH:22]=[CH:23][CH:24]=2)[CH:19]=[CH:18]1, predict the reactants needed to synthesize it. (2) Given the product [C:10]([O:12][CH:13]([CH3:14])[CH3:20])([CH3:9])=[O:11].[CH3:20][O:21][C:22]1[CH:27]=[CH:26][C:25]([NH:28]/[C:8](/[CH2:7][CH3:16])=[C:9](\[CH3:15])/[C:10]([O:12][CH2:13][CH3:14])=[O:11])=[CH:24][CH:23]=1, predict the reactants needed to synthesize it. The reactants are: C(OP(OCC)(O[CH:7]([CH3:16])/[CH:8]=[C:9](\[CH3:15])/[C:10]([O:12][CH2:13][CH3:14])=[O:11])=O)C.[CH3:20][O:21][C:22]1[CH:27]=[CH:26][C:25]([NH2:28])=[CH:24][CH:23]=1.CCCCCCC. (3) Given the product [C:1]([O:5][C:6](=[O:15])[NH:7][C@H:8]1[CH2:9][CH2:10][C@@H:11]([OH:14])[CH2:12][CH2:13]1)([CH3:4])([CH3:2])[CH3:3], predict the reactants needed to synthesize it. The reactants are: [C:1]([O:5][C:6](=[O:15])[NH:7][C@H:8]1[CH2:13][CH2:12][C@H:11]([OH:14])[CH2:10][CH2:9]1)([CH3:4])([CH3:3])[CH3:2].C1(P(C2C=CC=CC=2)C2C=CC=CC=2)C=CC=CC=1.[N+](C1C=CC(C(O)=O)=CC=1)([O-])=O.C(OC(N=NC(OC(C)C)=O)=O)(C)C. (4) Given the product [C:1]([O:5][C:6]([N:8]1[CH2:12][C:11]([F:13])([F:14])[CH2:10][C@H:9]1[CH:15]=[O:16])=[O:7])([CH3:4])([CH3:3])[CH3:2], predict the reactants needed to synthesize it. The reactants are: [C:1]([O:5][C:6]([N:8]1[CH2:12][C:11]([F:14])([F:13])[CH2:10][C@H:9]1[CH2:15][OH:16])=[O:7])([CH3:4])([CH3:3])[CH3:2]. (5) Given the product [NH2:8][C:9]1[CH:10]=[C:11]([CH:28]=[CH:29][CH:30]=1)[CH2:12][N:13]1[CH:22]=[CH:21][C:20]2[C:15](=[CH:16][C:17]([C:23]([O:25][CH3:26])=[O:24])=[CH:18][CH:19]=2)[C:14]1=[O:27], predict the reactants needed to synthesize it. The reactants are: C(OC([NH:8][C:9]1[CH:10]=[C:11]([CH:28]=[CH:29][CH:30]=1)[CH2:12][N:13]1[CH:22]=[CH:21][C:20]2[C:15](=[CH:16][C:17]([C:23]([O:25][CH3:26])=[O:24])=[CH:18][CH:19]=2)[C:14]1=[O:27])=O)(C)(C)C.Cl.O1CCOCC1. (6) Given the product [Cl:28][C:8]1[C:4]2[CH:3]=[C:2]([CH3:1])[CH:26]=[CH:25][C:5]=2[S:6][C:7]=1[C:9]1[CH:14]=[CH:13][C:12]([C:15]2[CH:16]=[CH:17][CH:18]=[CH:19][CH:20]=2)=[C:11]([C:21]([F:22])([F:23])[F:24])[CH:10]=1, predict the reactants needed to synthesize it. The reactants are: [CH3:1][C:2]1[CH:26]=[CH:25][C:5]2[S:6][C:7]([C:9]3[CH:14]=[CH:13][C:12]([C:15]4[CH:20]=[CH:19][CH:18]=[CH:17][CH:16]=4)=[C:11]([C:21]([F:24])([F:23])[F:22])[CH:10]=3)=[CH:8][C:4]=2[CH:3]=1.C(Cl)(Cl)[Cl:28]. (7) Given the product [CH3:1][O:2][C:3]([CH:5]1[CH2:10][CH2:9][N:8]([S:11]([CH2:14][CH:15]2[C:24]3[C:19](=[CH:20][C:21]([O:40][CH3:37])=[CH:22][CH:23]=3)[N:18]([CH3:25])[C:17]([CH3:27])([CH3:28])[CH2:16]2)(=[O:12])=[O:13])[CH2:7][CH2:6]1)=[O:4], predict the reactants needed to synthesize it. The reactants are: [CH3:1][O:2][C:3]([CH:5]1[CH2:10][CH2:9][N:8]([S:11]([CH2:14][C:15]2[C:24]3[C:19](=[CH:20][CH:21]=[CH:22][CH:23]=3)[N:18]([CH2:25]C)[C:17]([CH3:28])([CH3:27])[CH:16]=2)(=[O:13])=[O:12])[CH2:7][CH2:6]1)=[O:4].CN1C2C(=CC=[C:37]([O:40]C)C=2)C(CS(Cl)(=O)=O)CC1(C)C.COC(C1CCNCC1)=O.C(Cl)(Cl)Cl. (8) Given the product [CH2:1]([O:4][C:5]1[CH:15]=[C:14]([NH2:16])[CH:13]=[CH:12][C:6]=1[C:7]([OH:9])=[O:8])[CH2:2][CH3:3], predict the reactants needed to synthesize it. The reactants are: [CH2:1]([O:4][C:5]1[CH:15]=[C:14]([NH2:16])[CH:13]=[CH:12][C:6]=1[C:7]([O:9]CC)=[O:8])[CH2:2][CH3:3].[OH-].[Na+].